From a dataset of Reaction yield outcomes from USPTO patents with 853,638 reactions. Predict the reaction yield, written as a fraction of the theoretical maximum amount of product (1.0 means a 100% yield; for example, 0.34 means a 34% yield). (1) The reactants are [NH2:1][C:2]1[N:7]=[C:6]([C:8]2[CH:13]=[CH:12][C:11]([Cl:14])=[C:10]([O:15][CH3:16])[C:9]=2[F:17])[N:5]=C(C(O)=O)[C:3]=1Br.[CH3:22][S-:23].[Na+].[C:25]([O:28][CH2:29]C)(=[O:27])[CH3:26].Cl. The catalyst is CN(C=O)C.O. The product is [CH3:29][O:28][C:25]([C:26]1[C:3]([S:23][CH3:22])=[C:2]([NH2:1])[N:7]=[C:6]([C:8]2[CH:13]=[CH:12][C:11]([Cl:14])=[C:10]([O:15][CH3:16])[C:9]=2[F:17])[N:5]=1)=[O:27]. The yield is 0.127. (2) The reactants are [CH3:1][C:2]1([CH3:16])[C:6]([CH3:8])([CH3:7])[O:5][B:4]([C:9]2[CH:10]=[CH:11][C:12]([NH2:15])=[N:13][CH:14]=2)[O:3]1.[C:17](Cl)(=[O:22])[C:18]([CH3:21])([CH3:20])[CH3:19].C(N(CC)CC)C. The catalyst is N1C=CC=CC=1.C(OCC)(=O)C. The product is [CH3:8][C:6]1([CH3:7])[C:2]([CH3:16])([CH3:1])[O:3][B:4]([C:9]2[CH:10]=[CH:11][C:12]([NH:15][C:17](=[O:22])[C:18]([CH3:21])([CH3:20])[CH3:19])=[N:13][CH:14]=2)[O:5]1. The yield is 0.560. (3) The product is [N:1]([C:2]1[CH:7]=[CH:6][C:5]([N:8]2[CH2:12][CH:11]([CH2:13][OH:14])[O:10][C:9]2=[O:15])=[CH:4][C:3]=1[F:16])=[N+:21]=[N-:22]. The reactants are [NH2:1][C:2]1[CH:7]=[CH:6][C:5]([N:8]2[CH2:12][CH:11]([CH2:13][OH:14])[O:10][C:9]2=[O:15])=[CH:4][C:3]=1[F:16].N([O-])=O.[Na+].[N-:21]=[N+:22]=[N-].[Na+].C([O-])(=O)C.[Na+]. The catalyst is Cl.O. The yield is 0.650. (4) The product is [C:11]1(=[O:21])[N:15]([CH2:2][C:3]([C:5]2[CH:10]=[CH:9][CH:8]=[CH:7][CH:6]=2)=[O:4])[C:14](=[O:16])[C:13]2=[CH:17][CH:18]=[CH:19][CH:20]=[C:12]12. The yield is 0.860. The catalyst is CN(C=O)C. The reactants are Br[CH2:2][C:3]([C:5]1[CH:10]=[CH:9][CH:8]=[CH:7][CH:6]=1)=[O:4].[C:11]1(=[O:21])[NH:15][C:14](=[O:16])[C:13]2=[CH:17][CH:18]=[CH:19][CH:20]=[C:12]12.[K].O. (5) The reactants are Cl.[CH3:2][O:3][C:4]1[CH:9]=[C:8]([N:10]2[CH2:15][CH2:14][N:13]([CH3:16])[CH2:12][CH2:11]2)[CH:7]=[CH:6][C:5]=1[NH:17][C:18]1[N:19]=[C:20]([O:27][C:28]2[CH:33]=[CH:32][CH:31]=[C:30]([N+:34]([O-])=O)[CH:29]=2)[C:21]2[S:26][CH:25]=[CH:24][C:22]=2[N:23]=1. The catalyst is C(O)C.[Fe]. The product is [NH2:34][C:30]1[CH:29]=[C:28]([CH:33]=[CH:32][CH:31]=1)[O:27][C:20]1[C:21]2[S:26][CH:25]=[CH:24][C:22]=2[N:23]=[C:18]([NH:17][C:5]2[CH:6]=[CH:7][C:8]([N:10]3[CH2:15][CH2:14][N:13]([CH3:16])[CH2:12][CH2:11]3)=[CH:9][C:4]=2[O:3][CH3:2])[N:19]=1. The yield is 0.678. (6) The reactants are [CH2:1]([N:5]1[C:14]2[CH2:13][CH2:12][CH2:11][CH2:10][C:9]=2[CH:8]=[C:7]([C:15]([OH:17])=O)[C:6]1=[O:18])[CH2:2][CH2:3][CH3:4].S(Cl)(Cl)=O.[CH2:23]([NH2:31])[CH2:24][C:25]1[CH:30]=[CH:29][CH:28]=[CH:27][CH:26]=1.Cl. The catalyst is C1(C)C=CC=CC=1.CN(C=O)C. The product is [CH2:23]([NH:31][C:15]([C:7]1[C:6](=[O:18])[N:5]([CH2:1][CH2:2][CH2:3][CH3:4])[C:14]2[CH2:13][CH2:12][CH2:11][CH2:10][C:9]=2[CH:8]=1)=[O:17])[CH2:24][C:25]1[CH:30]=[CH:29][CH:28]=[CH:27][CH:26]=1. The yield is 0.740. (7) The reactants are [N+:1]([C:4]1[CH:9]=[CH:8][CH:7]=[C:6]([C:10]([F:13])([F:12])[F:11])[CH:5]=1)([O-:3])=[O:2].S(=O)(=O)(O)O.[Br:19]N1C(C)(C)C(=O)N(Br)C1=O.[OH-].[Na+]. The catalyst is ClCCl. The product is [Br:19][C:8]1[CH:7]=[C:6]([C:10]([F:11])([F:12])[F:13])[CH:5]=[C:4]([N+:1]([O-:3])=[O:2])[CH:9]=1. The yield is 0.896. (8) The reactants are [O:1]1[CH2:6][CH2:5][N:4]([C:7]2[CH:12]=[C:11]([NH2:13])[CH:10]=[CH:9][N:8]=2)[CH2:3][CH2:2]1.CN(/[CH:17]=[C:18]1/[C:19](=[O:26])[O:20][C:21]([CH3:25])=[CH:22][C:23]/1=[O:24])C.CC([O-])(C)C.[K+]. The yield is 0.580. The product is [CH3:25][C:21]1[N:13]([C:11]2[CH:10]=[CH:9][N:8]=[C:7]([N:4]3[CH2:5][CH2:6][O:1][CH2:2][CH2:3]3)[CH:12]=2)[CH:17]=[C:18]([C:19]([OH:26])=[O:20])[C:23](=[O:24])[CH:22]=1. The catalyst is C(O)(C)C. (9) The reactants are [OH:1][C:2]([CH3:45])([CH3:44])[CH2:3][N:4]1[CH:8]=[C:7]([C:9]2[CH:10]=[C:11]3[C:16](=[CH:17][CH:18]=2)[CH:15]=[N:14][C:13]([NH:19][C:20]2[CH:25]=[CH:24][C:23]([C:26]4[N:30]5[CH2:31][CH2:32][N:33](C(OC(C)(C)C)=O)[CH2:34][C:29]5=[N:28][N:27]=4)=[CH:22][C:21]=2[O:42][CH3:43])=[CH:12]3)[CH:6]=[N:5]1.C(O)(C(F)(F)F)=O. The catalyst is C(Cl)Cl. The product is [CH3:43][O:42][C:21]1[CH:22]=[C:23]([C:26]2[N:30]3[CH2:31][CH2:32][NH:33][CH2:34][C:29]3=[N:28][N:27]=2)[CH:24]=[CH:25][C:20]=1[NH:19][C:13]1[N:14]=[CH:15][C:16]2[C:11]([CH:12]=1)=[CH:10][C:9]([C:7]1[CH:6]=[N:5][N:4]([CH2:3][C:2]([CH3:45])([OH:1])[CH3:44])[CH:8]=1)=[CH:18][CH:17]=2. The yield is 0.720.